From a dataset of Peptide-MHC class I binding affinity with 185,985 pairs from IEDB/IMGT. Regression. Given a peptide amino acid sequence and an MHC pseudo amino acid sequence, predict their binding affinity value. This is MHC class I binding data. (1) The peptide sequence is EPVVFSTSD. The MHC is HLA-B07:02 with pseudo-sequence HLA-B07:02. The binding affinity (normalized) is 0. (2) The peptide sequence is YQAGISAAL. The MHC is BoLA-AW10 with pseudo-sequence BoLA-AW10. The binding affinity (normalized) is 0.516. (3) The peptide sequence is NPPPASTNR. The MHC is HLA-A11:01 with pseudo-sequence HLA-A11:01. The binding affinity (normalized) is 0. (4) The peptide sequence is DVCGMFTNR. The MHC is HLA-A31:01 with pseudo-sequence HLA-A31:01. The binding affinity (normalized) is 0.